This data is from Forward reaction prediction with 1.9M reactions from USPTO patents (1976-2016). The task is: Predict the product of the given reaction. Given the reactants [CH:1]1([C:4]2[N:8]([C:9]3[CH:14]=[CH:13][CH:12]=[C:11]([C:15]([F:18])([F:17])[F:16])[CH:10]=3)[N:7]=[C:6]([CH3:19])[C:5]=2[C:20]([N:22]2[CH2:27][CH2:26][C:25](=O)[CH2:24][CH2:23]2)=[O:21])[CH2:3][CH2:2]1.Cl.[CH3:30][C@@H:31]1[C@H:35]([OH:36])[CH2:34][CH2:33][NH:32]1, predict the reaction product. The product is: [CH:1]1([C:4]2[N:8]([C:9]3[CH:14]=[CH:13][CH:12]=[C:11]([C:15]([F:17])([F:16])[F:18])[CH:10]=3)[N:7]=[C:6]([CH3:19])[C:5]=2[C:20]([N:22]2[CH2:23][CH2:24][CH:25]([N:32]3[CH2:33][CH2:34][C@@H:35]([OH:36])[C@H:31]3[CH3:30])[CH2:26][CH2:27]2)=[O:21])[CH2:3][CH2:2]1.